Dataset: Full USPTO retrosynthesis dataset with 1.9M reactions from patents (1976-2016). Task: Predict the reactants needed to synthesize the given product. (1) The reactants are: [CH:1]1([SH:6])CCC[CH2:2]1.FC1C=C(C)C=CC=1[N+]([O-])=[O:15].[CH:18]1([S:23]([C:26]2[CH:27]=[C:28]([CH3:35])[CH:29]=[CH:30][C:31]=2[N+:32]([O-])=O)(=[O:25])=[O:24])[CH2:22][CH2:21][CH2:20][CH2:19]1.C1(S(C2C=C(C)C=CC=2N)(=O)=O)CCCC1.[NH2:52][C:53]1SC=[CH:56][N:57]=1. Given the product [CH:18]1([S:23]([C:26]2[CH:27]=[C:28]([CH3:35])[CH:29]=[CH:30][C:31]=2[NH:32][C:56]([NH:57][C:53]2[S:6][CH:1]=[CH:2][N:52]=2)=[O:15])(=[O:25])=[O:24])[CH2:22][CH2:21][CH2:20][CH2:19]1, predict the reactants needed to synthesize it. (2) Given the product [F:25][C:26]([F:39])([F:38])[S:27]([O:12][C:5]1[C:6]2[C:11](=[CH:10][CH:9]=[CH:8][CH:7]=2)[C:2]([Cl:1])=[CH:3][C:4]=1[C:13](=[O:15])[CH3:14])(=[O:29])=[O:28], predict the reactants needed to synthesize it. The reactants are: [Cl:1][C:2]1[C:11]2[C:6](=[CH:7][CH:8]=[CH:9][CH:10]=2)[C:5]([OH:12])=[C:4]([C:13](=[O:15])[CH3:14])[CH:3]=1.C(N(CC)C(C)C)(C)C.[F:25][C:26]([F:39])([F:38])[S:27](O[S:27]([C:26]([F:39])([F:38])[F:25])(=[O:29])=[O:28])(=[O:29])=[O:28].